Task: Regression. Given a peptide amino acid sequence and an MHC pseudo amino acid sequence, predict their binding affinity value. This is MHC class I binding data.. Dataset: Peptide-MHC class I binding affinity with 185,985 pairs from IEDB/IMGT (1) The peptide sequence is ISDSNPYLTQW. The MHC is HLA-A03:01 with pseudo-sequence HLA-A03:01. The binding affinity (normalized) is 0.135. (2) The peptide sequence is CNYSKYWYL. The MHC is HLA-A02:01 with pseudo-sequence HLA-A02:01. The binding affinity (normalized) is 0.103. (3) The peptide sequence is MQYLNPPPY. The MHC is HLA-B15:09 with pseudo-sequence HLA-B15:09. The binding affinity (normalized) is 0.0847. (4) The peptide sequence is KRFLNGAKY. The MHC is HLA-A02:01 with pseudo-sequence HLA-A02:01. The binding affinity (normalized) is 0.0847. (5) The peptide sequence is MEVVFPNEVGA. The binding affinity (normalized) is 0.372. The MHC is HLA-B40:02 with pseudo-sequence HLA-B40:02. (6) The peptide sequence is RTLNLFRYK. The MHC is HLA-B83:01 with pseudo-sequence HLA-B83:01. The binding affinity (normalized) is 0.213. (7) The peptide sequence is KRMMVRHCL. The MHC is HLA-B15:09 with pseudo-sequence HLA-B15:09. The binding affinity (normalized) is 0.0847. (8) The peptide sequence is FTFDLTALK. The MHC is HLA-A02:01 with pseudo-sequence HLA-A02:01. The binding affinity (normalized) is 0.0847. (9) The peptide sequence is WVSRFGERK. The MHC is HLA-A80:01 with pseudo-sequence HLA-A80:01. The binding affinity (normalized) is 0.0847. (10) The peptide sequence is DLDKVYEIL. The MHC is HLA-A02:01 with pseudo-sequence HLA-A02:01. The binding affinity (normalized) is 0.0483.